This data is from Forward reaction prediction with 1.9M reactions from USPTO patents (1976-2016). The task is: Predict the product of the given reaction. (1) Given the reactants [Cl:1][C:2]1[CH:3]=[C:4]([C:23]([O:25][CH3:26])=[O:24])[C:5]([CH3:22])=[C:6]([NH:8][CH:9]2[CH2:14][CH2:13][N:12]([C:15]([O:17][C:18]([CH3:21])([CH3:20])[CH3:19])=[O:16])[CH2:11][CH2:10]2)[CH:7]=1.[CH:27](=O)[CH3:28].C(O[BH-](OC(=O)C)OC(=O)C)(=O)C.[Na+].C([O-])(O)=O.[Na+], predict the reaction product. The product is: [Cl:1][C:2]1[CH:3]=[C:4]([C:23]([O:25][CH3:26])=[O:24])[C:5]([CH3:22])=[C:6]([N:8]([CH2:27][CH3:28])[CH:9]2[CH2:14][CH2:13][N:12]([C:15]([O:17][C:18]([CH3:19])([CH3:20])[CH3:21])=[O:16])[CH2:11][CH2:10]2)[CH:7]=1. (2) Given the reactants [CH2:1]([O:8][C:9]([N:11]1[CH2:15][C@H:14]([CH2:16][C:17]2[CH:22]=[CH:21][CH:20]=[CH:19][CH:18]=2)[CH2:13][C@H:12]1[C:23](O)=[O:24])=[O:10])[C:2]1[CH:7]=[CH:6][CH:5]=[CH:4][CH:3]=1.CCN(C(C)C)C(C)C.CN(C(ON1N=NC2C=CC=NC1=2)=[N+](C)C)C.F[P-](F)(F)(F)(F)F.[NH2:59][C:60]1[S:61][CH:62]=[C:63]([C:65]2[CH:76]=[CH:75][C:68]([C:69]([NH:71][CH:72]3[CH2:74][CH2:73]3)=[O:70])=[CH:67][CH:66]=2)[N:64]=1, predict the reaction product. The product is: [CH2:1]([O:8][C:9]([N:11]1[CH2:15][C@H:14]([CH2:16][C:17]2[CH:18]=[CH:19][CH:20]=[CH:21][CH:22]=2)[CH2:13][C@H:12]1[C:23](=[O:24])[NH:59][C:60]1[S:61][CH:62]=[C:63]([C:65]2[CH:66]=[CH:67][C:68]([C:69](=[O:70])[NH:71][CH:72]3[CH2:73][CH2:74]3)=[CH:75][CH:76]=2)[N:64]=1)=[O:10])[C:2]1[CH:7]=[CH:6][CH:5]=[CH:4][CH:3]=1.